From a dataset of Full USPTO retrosynthesis dataset with 1.9M reactions from patents (1976-2016). Predict the reactants needed to synthesize the given product. (1) Given the product [CH2:1]([O:8][C:9]([N:11]1[CH2:12][CH2:13][C:21]2([C:29]3[C:24](=[CH:25][CH:26]=[CH:27][CH:28]=3)[NH:23][C:22]2=[O:30])[CH2:20][CH2:19]1)=[O:10])[C:2]1[CH:7]=[CH:6][CH:5]=[CH:4][CH:3]=1, predict the reactants needed to synthesize it. The reactants are: [CH2:1]([O:8][C:9]([N:11]([CH2:19][CH2:20][CH:21]1[C:29]2[C:24](=[CH:25][CH:26]=[CH:27][CH:28]=2)[NH:23][C:22]1=[O:30])[CH2:12][CH2:13]OS(C)(=O)=O)=[O:10])[C:2]1[CH:7]=[CH:6][CH:5]=[CH:4][CH:3]=1.[H-].[Na+].O. (2) The reactants are: [CH2:1]([NH:8][CH2:9][CH2:10][NH:11][C@H:12]([C:17]([O:19][C:20]([CH3:23])([CH3:22])[CH3:21])=[O:18])[C:13]([CH3:16])([CH3:15])[CH3:14])[C:2]1[CH:7]=[CH:6][CH:5]=[CH:4][CH:3]=1.C(N(CC)CC)C.C1C(=O)N(OC(ON2C(=O)CCC2=O)=O)[C:33](=[O:34])C1. Given the product [CH2:1]([N:8]1[CH2:9][CH2:10][N:11]([C@@H:12]([C:13]([CH3:16])([CH3:14])[CH3:15])[C:17]([O:19][C:20]([CH3:23])([CH3:22])[CH3:21])=[O:18])[C:33]1=[O:34])[C:2]1[CH:7]=[CH:6][CH:5]=[CH:4][CH:3]=1, predict the reactants needed to synthesize it. (3) The reactants are: [NH2:1][C:2]1[N:3]=[CH:4][C:5]2[CH2:11][N:10]([C:12]3[C:13](=[O:26])[N:14]([C:19]4[CH:24]=[CH:23][C:22]([NH2:25])=[CH:21][CH:20]=4)[CH:15]=[CH:16][C:17]=3[CH3:18])[CH2:9][CH2:8][C:6]=2[N:7]=1.CCN(CC)CC.[CH3:34][C:35]1[CH:39]=[CH:38][O:37][C:36]=1[C:40](Cl)=[O:41]. Given the product [NH2:1][C:2]1[N:3]=[CH:4][C:5]2[CH2:11][N:10]([C:12]3[C:13](=[O:26])[N:14]([C:19]4[CH:20]=[CH:21][C:22]([NH:25][C:40]([C:36]5[O:37][CH:38]=[CH:39][C:35]=5[CH3:34])=[O:41])=[CH:23][CH:24]=4)[CH:15]=[CH:16][C:17]=3[CH3:18])[CH2:9][CH2:8][C:6]=2[N:7]=1, predict the reactants needed to synthesize it. (4) Given the product [CH3:43][O:42][C:38]1[CH:37]=[C:36]([C:34]2[NH:33][N:32]=[C:31]([NH:30][C:28](=[O:29])[CH2:27][CH2:26][CH2:25][N:44]3[CH2:49][CH2:48][O:47][CH2:46][CH2:45]3)[CH:35]=2)[CH:41]=[CH:40][CH:39]=1, predict the reactants needed to synthesize it. The reactants are: COC1C=C(C2C=C(N)NN=2)C=CC=1.C(N(C(C)C)CC)(C)C.Br[CH2:25][CH2:26][CH2:27][C:28]([NH:30][C:31]1[CH:35]=[C:34]([C:36]2[CH:41]=[CH:40][CH:39]=[C:38]([O:42][CH3:43])[CH:37]=2)[NH:33][N:32]=1)=[O:29].[NH:44]1[CH2:49][CH2:48][O:47][CH2:46][CH2:45]1.